From a dataset of Catalyst prediction with 721,799 reactions and 888 catalyst types from USPTO. Predict which catalyst facilitates the given reaction. (1) Reactant: [CH3:1][N:2]1[CH2:6][CH2:5][CH2:4][C@H:3]1[C:7]1[N:11]2[CH:12]=[C:13]([O:16][C@H:17]3[C:26]4[C:21](=[CH:22][CH:23]=[CH:24][CH:25]=4)[C@@H:20]([NH2:27])[CH2:19][CH2:18]3)[CH:14]=[CH:15][C:10]2=[N:9][N:8]=1.ClC(Cl)(Cl)C[O:31][C:32](=[O:51])[NH:33][C:34]1[CH:39]=[C:38]([C:40]([CH3:43])([CH3:42])[CH3:41])[CH:37]=[C:36]([NH:44][S:45]([CH3:48])(=[O:47])=[O:46])[C:35]=1[O:49][CH3:50].CCN(C(C)C)C(C)C. Product: [CH:32]([OH:51])=[O:31].[C:40]([C:38]1[CH:39]=[C:34]([NH:33][C:32]([NH:27][C@@H:20]2[C:21]3[C:26](=[CH:25][CH:24]=[CH:23][CH:22]=3)[C@H:17]([O:16][C:13]3[CH:14]=[CH:15][C:10]4[N:11]([C:7]([C@@H:3]5[CH2:4][CH2:5][CH2:6][N:2]5[CH3:1])=[N:8][N:9]=4)[CH:12]=3)[CH2:18][CH2:19]2)=[O:31])[C:35]([O:49][CH3:50])=[C:36]([NH:44][S:45]([CH3:48])(=[O:46])=[O:47])[CH:37]=1)([CH3:43])([CH3:41])[CH3:42]. The catalyst class is: 12. (2) Reactant: [F:1][C:2]([F:34])([F:33])[C:3]1[CH:4]=[C:5]([CH:30]=[CH:31][CH:32]=1)[C:6]([NH:8][CH:9]([C:11]1[N:16]=[N:15][C:14]([NH:17][C:18]2[CH:23]=[C:22]([O:24][CH3:25])[C:21]([O:26][CH3:27])=[C:20]([O:28][CH3:29])[CH:19]=2)=[N:13][CH:12]=1)[CH3:10])=O.P(Cl)(Cl)(Cl)=O. Product: [CH3:10][C:9]1[N:8]=[C:6]([C:5]2[CH:30]=[CH:31][CH:32]=[C:3]([C:2]([F:34])([F:33])[F:1])[CH:4]=2)[N:16]2[C:11]=1[CH:12]=[N:13][C:14]([NH:17][C:18]1[CH:23]=[C:22]([O:24][CH3:25])[C:21]([O:26][CH3:27])=[C:20]([O:28][CH3:29])[CH:19]=1)=[N:15]2. The catalyst class is: 26. (3) Reactant: C([O:5][C:6]([C@H:8]1[CH2:12][CH2:11][CH2:10][N:9]1[C:13](=[O:40])[CH2:14][CH2:15][N:16]([CH2:33][C:34]1[CH:39]=[CH:38][CH:37]=[CH:36][CH:35]=1)[CH2:17][CH2:18][C:19]([N:21]1[CH2:25][CH2:24][CH2:23][C@@H:22]1[C:26]([O:28]C(C)(C)C)=[O:27])=[O:20])=[O:7])(C)(C)C.[F:41][C:42]([F:47])([F:46])[C:43]([OH:45])=[O:44]. Product: [F:41][C:42]([F:47])([F:46])[C:43]([OH:45])=[O:44].[CH2:33]([N:16]([CH2:15][CH2:14][C:13]([N:9]1[CH2:10][CH2:11][CH2:12][C@@H:8]1[C:6]([OH:7])=[O:5])=[O:40])[CH2:17][CH2:18][C:19]([N:21]1[CH2:25][CH2:24][CH2:23][C@@H:22]1[C:26]([OH:28])=[O:27])=[O:20])[C:34]1[CH:35]=[CH:36][CH:37]=[CH:38][CH:39]=1. The catalyst class is: 363. (4) Reactant: [O:1]1[CH:5]=[CH:4][CH:3]=[C:2]1[C:6]1[N:10]([C:11]2[S:12][CH:13]=[C:14]([C:16]([NH2:18])=O)[N:15]=2)[N:9]=[C:8]([C:19]([F:22])([F:21])[F:20])[CH:7]=1.B.C1COCC1.B. Product: [O:1]1[CH:5]=[CH:4][CH:3]=[C:2]1[C:6]1[N:10]([C:11]2[S:12][CH:13]=[C:14]([CH2:16][NH2:18])[N:15]=2)[N:9]=[C:8]([C:19]([F:20])([F:21])[F:22])[CH:7]=1. The catalyst class is: 1. (5) The catalyst class is: 14. Product: [F:25][C:2]([F:1])([F:26])[C:3]1[CH:4]=[C:5]([CH:9]([C:11]2[CH:12]=[N:13][C:14]3[N:15]([N:17]=[CH:18][C:19]=3[C:20]([OH:22])=[O:21])[CH:16]=2)[CH3:10])[CH:6]=[CH:7][CH:8]=1. Reactant: [F:1][C:2]([F:26])([F:25])[C:3]1[CH:4]=[C:5]([CH:9]([C:11]2[CH:12]=[N:13][C:14]3[N:15]([N:17]=[CH:18][C:19]=3[C:20]([O:22]CC)=[O:21])[CH:16]=2)[CH3:10])[CH:6]=[CH:7][CH:8]=1.[OH-].[K+]. (6) Reactant: [Cl:1][C:2]1[N:7]=[N:6][C:5]([NH2:8])=[CH:4][CH:3]=1.FC(F)(F)C(O[Si](C)(C)C)=O.[CH2:20](OC(OCC)OCC)C.[N:30]([Si](C)(C)C)=[N+:31]=[N-:32]. Product: [Cl:1][C:2]1[N:7]=[N:6][C:5]([N:8]2[CH:20]=[N:30][N:31]=[N:32]2)=[CH:4][CH:3]=1. The catalyst class is: 13. (7) The catalyst class is: 2. Product: [C:8]1([C:21]([C:20]2[C:19]3[C:27]4=[C:15]5[C:14](=[CH:13][CH:12]=3)[CH:1]=[CH:2][CH:3]=[C:4]5[CH:5]=[CH:6][C:26]4=[CH:25][CH:24]=2)=[O:22])[C:7]2[C:16]3=[C:15]4[C:4](=[CH:5][CH:6]=2)[CH:3]=[CH:2][CH:1]=[C:14]4[CH:13]=[CH:12][C:11]3=[CH:10][CH:9]=1. Reactant: [CH:1]1[C:14]2[C:15]3=[C:16]4[C:11](=[CH:12][CH:13]=2)[CH:10]=[CH:9][CH:8]=[C:7]4[CH:6]=[CH:5][C:4]3=[CH:3][CH:2]=1.CO[C:19]1[CH:27]=[C:26](OC)[CH:25]=[CH:24][C:20]=1[C:21](Cl)=[O:22].[Cl-].[Al+3].[Cl-].[Cl-].Cl. (8) Reactant: [NH2:1][C@H:2]1[CH2:7][CH2:6][N:5]([C:8]([O:10][C:11]([CH3:14])([CH3:13])[CH3:12])=[O:9])[CH2:4][C@H:3]1[O:15][CH3:16].[N:17]1([C:22]2[CH:30]=[CH:29][C:25]([C:26](O)=[O:27])=[CH:24][N:23]=2)[CH:21]=[N:20][N:19]=[N:18]1.CN(C(ON1N=NC2C=CC=CC1=2)=[N+](C)C)C.[B-](F)(F)(F)F.C(N(CC)CC)C. Product: [N:17]1([C:22]2[CH:30]=[CH:29][C:25]([C:26]([NH:1][CH:2]3[CH2:7][CH2:6][N:5]([C:8]([O:10][C:11]([CH3:12])([CH3:13])[CH3:14])=[O:9])[CH2:4][CH:3]3[O:15][CH3:16])=[O:27])=[CH:24][N:23]=2)[CH:21]=[N:20][N:19]=[N:18]1. The catalyst class is: 3.